Task: Predict the reactants needed to synthesize the given product.. Dataset: Full USPTO retrosynthesis dataset with 1.9M reactions from patents (1976-2016) (1) Given the product [NH2:25][C:22]1[CH:21]=[CH:20][C:19]([CH2:18][N:15]2[CH2:14][CH:13]3[N:9]([CH2:10][CH2:11][CH2:12]3)[C:8]3[N:28]=[C:4]([NH:3][CH2:1][CH3:2])[N:5]=[CH:6][C:7]=3[C:16]2=[O:17])=[CH:24][CH:23]=1, predict the reactants needed to synthesize it. The reactants are: [CH2:1]([NH:3][C:4]1[N:5]=[CH:6][C:7]2[C:16](=[O:17])[N:15]([CH2:18][C:19]3[CH:24]=[CH:23][C:22]([N+:25]([O-])=O)=[CH:21][CH:20]=3)[CH2:14][CH:13]3[N:9]([CH2:10][CH2:11][CH2:12]3)[C:8]=2[N:28]=1)[CH3:2].[H][H]. (2) Given the product [NH2:10][CH2:2][C:3]1[C:4]([CH3:9])=[N:5][O:6][C:7]=1[CH3:8], predict the reactants needed to synthesize it. The reactants are: Cl[CH2:2][C:3]1[C:4]([CH3:9])=[N:5][O:6][C:7]=1[CH3:8].[NH3:10]. (3) The reactants are: Cl.[CH3:2][O:3][C:4]1[CH:5]=[C:6]2[C:11](=[C:12]([N:14]3[CH2:19][CH2:18][N:17]([CH3:20])[CH2:16][CH2:15]3)[CH:13]=1)[O:10][CH:9]([C:21](O)=[O:22])[CH2:8][CH2:7]2.C(N(CC)C(C)C)(C)C.CN(C([O:40]N1N=NC2C=CC=CC1=2)=[N+](C)C)C.[B-](F)(F)(F)F.FC1C=C2C(=C(N3CCN(C)CC3)C=1)OC(C([NH:75][C:76]1[CH:81]=[CH:80][C:79]([N:82]3[CH2:87][CH2:86]C[N:84](C)[C:83]3=[O:89])=[CH:78][CH:77]=1)=O)CC2. Given the product [CH3:2][O:3][C:4]1[CH:5]=[C:6]2[C:11](=[C:12]([N:14]3[CH2:15][CH2:16][N:17]([CH3:20])[CH2:18][CH2:19]3)[CH:13]=1)[O:10][CH:9]([C:21]([NH:75][C:76]1[CH:77]=[CH:78][C:79]([N:82]3[C:87](=[O:40])[CH2:86][NH:84][C:83]3=[O:89])=[CH:80][CH:81]=1)=[O:22])[CH2:8][CH2:7]2, predict the reactants needed to synthesize it. (4) Given the product [CH2:5]1[C@@H:6]([N:29]2[C:30]3[N:31]=[CH:32][N:33]=[C:34]([NH2:38])[C:35]=3[N:36]=[CH:37]2)[O:7][C@@H:8]([CH2:19][OH:20])[C@@H:9]1[OH:10], predict the reactants needed to synthesize it. The reactants are: C(O[C@H:5]1[C@H:9]([O:10]C(=O)C2C=CC=CC=2)[C@H:8]([CH2:19][O:20]C(=O)C2C=CC=CC=2)[O:7][C@@H:6]1[N:29]1[CH:37]=[N:36][C:35]2[C:30]1=[N:31][CH:32]=[N:33][C:34]=2[NH2:38])(=O)C.